This data is from NCI-60 drug combinations with 297,098 pairs across 59 cell lines. The task is: Regression. Given two drug SMILES strings and cell line genomic features, predict the synergy score measuring deviation from expected non-interaction effect. Drug 1: CCC1(CC2CC(C3=C(CCN(C2)C1)C4=CC=CC=C4N3)(C5=C(C=C6C(=C5)C78CCN9C7C(C=CC9)(C(C(C8N6C=O)(C(=O)OC)O)OC(=O)C)CC)OC)C(=O)OC)O.OS(=O)(=O)O. Drug 2: CC12CCC3C(C1CCC2O)C(CC4=C3C=CC(=C4)O)CCCCCCCCCS(=O)CCCC(C(F)(F)F)(F)F. Cell line: A549. Synergy scores: CSS=-1.19, Synergy_ZIP=-0.545, Synergy_Bliss=-1.03, Synergy_Loewe=-1.10, Synergy_HSA=-1.33.